This data is from Catalyst prediction with 721,799 reactions and 888 catalyst types from USPTO. The task is: Predict which catalyst facilitates the given reaction. (1) Reactant: C(NC(C)C)(C)C.C([Li])CCC.[Cl:13][C:14]1[CH:15]=[N:16][CH:17]=[CH:18][C:19]=1[Cl:20].CN([CH:24]=[O:25])C. Product: [Cl:20][C:19]1[C:14]([Cl:13])=[CH:15][N:16]=[CH:17][C:18]=1[CH:24]=[O:25]. The catalyst class is: 1. (2) The catalyst class is: 8. Product: [NH:8]1[C:9]2[C:10]3[CH:11]=[CH:12][N:13]=[CH:14][C:15]=3[CH2:16][CH2:17][C:18]=2[C:6]([C:4]([OH:5])=[O:3])=[CH:7]1. Reactant: C([O:3][C:4]([C:6]1[C:18]2[CH2:17][CH2:16][C:15]3[CH:14]=[N:13][CH:12]=[CH:11][C:10]=3[C:9]=2[NH:8][CH:7]=1)=[O:5])C.[OH-].[K+]. (3) Product: [Cl:21][C:17]1[CH:16]=[C:15]([NH:14][C:2]([NH:25][CH2:24][C:23]([F:27])([F:26])[F:22])=[O:3])[CH:20]=[CH:19][N:18]=1. The catalyst class is: 1. Reactant: Cl[C:2](OC1C=CC([N+]([O-])=O)=CC=1)=[O:3].[NH2:14][C:15]1[CH:20]=[CH:19][N:18]=[C:17]([Cl:21])[CH:16]=1.[F:22][C:23]([F:27])([F:26])[CH2:24][NH2:25].CCN(C(C)C)C(C)C.